This data is from NCI-60 drug combinations with 297,098 pairs across 59 cell lines. The task is: Regression. Given two drug SMILES strings and cell line genomic features, predict the synergy score measuring deviation from expected non-interaction effect. (1) Drug 1: C1=CC(=CC=C1CCCC(=O)O)N(CCCl)CCCl. Drug 2: CC1C(C(CC(O1)OC2CC(OC(C2O)C)OC3=CC4=CC5=C(C(=O)C(C(C5)C(C(=O)C(C(C)O)O)OC)OC6CC(C(C(O6)C)O)OC7CC(C(C(O7)C)O)OC8CC(C(C(O8)C)O)(C)O)C(=C4C(=C3C)O)O)O)O. Cell line: UO-31. Synergy scores: CSS=13.8, Synergy_ZIP=0.418, Synergy_Bliss=4.88, Synergy_Loewe=5.54, Synergy_HSA=5.57. (2) Drug 1: CN1CCC(CC1)COC2=C(C=C3C(=C2)N=CN=C3NC4=C(C=C(C=C4)Br)F)OC. Drug 2: CC(C)(C#N)C1=CC(=CC(=C1)CN2C=NC=N2)C(C)(C)C#N. Cell line: RXF 393. Synergy scores: CSS=13.6, Synergy_ZIP=-3.70, Synergy_Bliss=2.42, Synergy_Loewe=2.33, Synergy_HSA=3.52.